The task is: Predict the product of the given reaction.. This data is from Forward reaction prediction with 1.9M reactions from USPTO patents (1976-2016). (1) Given the reactants [F:1][C:2]1[CH:3]=[C:4]([OH:11])[CH:5]=[CH:6][C:7]=1[N+:8]([O-:10])=[O:9].[C:12]([O-])([O-])=O.[K+].[K+].CI, predict the reaction product. The product is: [F:1][C:2]1[CH:3]=[C:4]([O:11][CH3:12])[CH:5]=[CH:6][C:7]=1[N+:8]([O-:10])=[O:9]. (2) Given the reactants [C:1]([O:9][CH2:10][CH3:11])(=[O:8])[CH2:2][C:3]([O:5][CH2:6][CH3:7])=[O:4].[H-].[Na+].[Br:14][C:15]1[CH:16]=[C:17]([CH:20]=[CH:21][CH:22]=1)[CH2:18]Br.[Cl-].[NH4+], predict the reaction product. The product is: [Br:14][C:15]1[CH:16]=[C:17]([CH:20]=[CH:21][CH:22]=1)[CH2:18][C:2]([CH2:18][C:17]1[CH:20]=[CH:21][CH:22]=[C:15]([Br:14])[CH:16]=1)([C:3]([O:5][CH2:6][CH3:7])=[O:4])[C:1]([O:9][CH2:10][CH3:11])=[O:8].